This data is from Forward reaction prediction with 1.9M reactions from USPTO patents (1976-2016). The task is: Predict the product of the given reaction. (1) Given the reactants [CH3:1][C:2]1[CH:7]=[CH:6][CH:5]=[C:4]([CH3:8])[C:3]=1[NH:9][C:10](=[O:42])[CH2:11][N:12]1[CH2:17][CH2:16][N:15]([CH2:18][CH:19]([OH:41])[CH2:20][O:21][C:22]2[CH:23]=[CH:24][C:25]3OC(C4C=CC=C(C(F)(F)F)C=4)=N[C:26]=3[CH:40]=2)[CH2:14][CH2:13]1.O1CC1COC1C=CC2[N:52]=[CH:53][S:54]C=2C=1, predict the reaction product. The product is: [S:54]1[C:26]2[CH:40]=[C:22]([O:21][CH2:20][CH:19]([OH:41])[CH2:18][N:15]3[CH2:16][CH2:17][N:12]([CH2:11][C:10]([NH:9][C:3]4[C:2]([CH3:1])=[CH:7][CH:6]=[CH:5][C:4]=4[CH3:8])=[O:42])[CH2:13][CH2:14]3)[CH:23]=[CH:24][C:25]=2[N:52]=[CH:53]1. (2) Given the reactants [CH3:1][N:2]([CH3:17])[C:3]([C:5]1[S:9][C:8]2[CH:10]=[CH:11][CH:12]=[C:13]([O:14][CH2:15]O)[C:7]=2[CH:6]=1)=[O:4].C(=O)([O-])[O-].[K+].[K+].S(C1C=CC([N+]([O-])=O)=CC=1)(OC[C@H:29]1[O:31][CH2:30]1)(=O)=O, predict the reaction product. The product is: [CH2:15]([O:14][C:13]1[C:7]2[CH:6]=[C:5]([C:3]([N:2]([CH3:17])[CH3:1])=[O:4])[S:9][C:8]=2[CH:10]=[CH:11][CH:12]=1)[C@H:30]1[O:31][CH2:29]1. (3) Given the reactants O.[F-].C([N+](C)(C)C)C1C=CC=CC=1.[CH2:14]([C:18]1([NH:47][CH3:48])[CH2:23][CH2:22][CH:21]([CH2:24][O:25][CH2:26][C:27]2[C:35]3[C:30](=[CH:31][CH:32]=[C:33]([C:36]([F:39])([F:38])[F:37])[CH:34]=3)[NH:29][C:28]=2[Si](CC)(CC)CC)[CH2:20][CH2:19]1)[CH2:15][CH2:16][CH3:17], predict the reaction product. The product is: [CH2:14]([C:18]1([NH:47][CH3:48])[CH2:23][CH2:22][CH:21]([CH2:24][O:25][CH2:26][C:27]2[C:35]3[C:30](=[CH:31][CH:32]=[C:33]([C:36]([F:38])([F:39])[F:37])[CH:34]=3)[NH:29][CH:28]=2)[CH2:20][CH2:19]1)[CH2:15][CH2:16][CH3:17]. (4) Given the reactants S(Cl)([Cl:3])=O.[CH3:5][O:6][C:7](=[O:21])[CH:8]([C:14]1[CH:19]=[CH:18][C:17]([F:20])=[CH:16][CH:15]=1)[NH:9][CH2:10][CH2:11][CH2:12]O, predict the reaction product. The product is: [CH3:5][O:6][C:7](=[O:21])[CH:8]([NH:9][CH2:10][CH2:11][CH2:12][Cl:3])[C:14]1[CH:19]=[CH:18][C:17]([F:20])=[CH:16][CH:15]=1. (5) Given the reactants C(O[C:9]([N:11]1[CH2:16][CH2:15][CH:14]([CH2:17][NH:18][C:19]2[C:24]([F:25])=[CH:23][CH:22]=[CH:21][N:20]=2)[CH2:13][CH2:12]1)=[O:10])C1C=CC=CC=1.[CH2:26](Cl)[CH2:27]Cl.[CH:30]1[CH:31]=[CH:32][C:33]2N(O)N=N[C:34]=2[CH:35]=1.[CH3:40]N(C=O)C, predict the reaction product. The product is: [F:25][C:24]1[C:19]([NH:18][CH2:17][CH:14]2[CH2:13][CH2:12][N:11]([C:9]([C@@H:27]3[CH2:26][C@H:40]3[C:34]3[CH:33]=[CH:32][CH:31]=[CH:30][CH:35]=3)=[O:10])[CH2:16][CH2:15]2)=[N:20][CH:21]=[CH:22][CH:23]=1. (6) Given the reactants [N+:1]([C:4]1[CH:9]=[CH:8][CH:7]=[CH:6][C:5]=1[C:10]1[CH:15]=[CH:14][C:13]([CH2:16][N:17]([CH2:30][CH2:31][CH2:32][CH2:33][CH3:34])[C:18](=[O:29])[NH:19][C:20]2[C:25]([F:26])=[CH:24][C:23]([F:27])=[CH:22][C:21]=2[F:28])=[CH:12][CH:11]=1)([O-])=O.[Sn](Cl)Cl, predict the reaction product. The product is: [NH2:1][C:4]1[CH:9]=[CH:8][CH:7]=[CH:6][C:5]=1[C:10]1[CH:11]=[CH:12][C:13]([CH2:16][N:17]([CH2:30][CH2:31][CH2:32][CH2:33][CH3:34])[C:18](=[O:29])[NH:19][C:20]2[C:21]([F:28])=[CH:22][C:23]([F:27])=[CH:24][C:25]=2[F:26])=[CH:14][CH:15]=1. (7) Given the reactants [CH2:1]([O:3][C:4]1[CH:38]=[CH:37][CH:36]=[CH:35][C:5]=1[O:6][C@@H:7]1[CH2:12][CH2:11][CH2:10][N:9]([C:13]2[N:18]=[CH:17][C:16]([C:19]([NH:21][CH2:22][C:23]3[CH:24]=[C:25]([CH:30]=[C:31]([O:33][CH3:34])[CH:32]=3)[C:26]([O:28]C)=[O:27])=[O:20])=[CH:15][N:14]=2)[CH2:8]1)[CH3:2].O[Li].O, predict the reaction product. The product is: [CH2:1]([O:3][C:4]1[CH:38]=[CH:37][CH:36]=[CH:35][C:5]=1[O:6][C@@H:7]1[CH2:12][CH2:11][CH2:10][N:9]([C:13]2[N:14]=[CH:15][C:16]([C:19]([NH:21][CH2:22][C:23]3[CH:24]=[C:25]([CH:30]=[C:31]([O:33][CH3:34])[CH:32]=3)[C:26]([OH:28])=[O:27])=[O:20])=[CH:17][N:18]=2)[CH2:8]1)[CH3:2]. (8) Given the reactants [NH2:1][C:2]1[N:7]=[CH:6][C:5]([C:8]([N:10]2[CH2:15][CH2:14][O:13][CH2:12][C@H:11]2[CH3:16])=[O:9])=[CH:4][CH:3]=1.Br[C:18]1[C:19](=[O:26])[N:20]([CH3:25])[N:21]=[C:22]([Cl:24])[CH:23]=1.C(=O)([O-])[O-].[Cs+].[Cs+].CC1(C)C2C(=C(P(C3C=CC=CC=3)C3C=CC=CC=3)C=CC=2)OC2C(P(C3C=CC=CC=3)C3C=CC=CC=3)=CC=CC1=2, predict the reaction product. The product is: [Cl:24][C:22]1[CH:23]=[C:18]([NH:1][C:2]2[CH:3]=[CH:4][C:5]([C:8]([N:10]3[CH2:15][CH2:14][O:13][CH2:12][C@H:11]3[CH3:16])=[O:9])=[CH:6][N:7]=2)[C:19](=[O:26])[N:20]([CH3:25])[N:21]=1. (9) Given the reactants [F:1][C:2]1[CH:23]=[C:22]([F:24])[CH:21]=[C:20]([F:25])[C:3]=1[C:4]([NH:6][C:7]1[CH:12]=[CH:11][CH:10]=[C:9]([O:13][CH:14]2[CH2:19][CH2:18][NH:17][CH2:16][CH2:15]2)[N:8]=1)=[O:5].C([O-])(O)=O.[Na+].[CH:31]([N:34]1[CH:38]=[C:37]([CH2:39][CH2:40]OS(C)(=O)=O)[CH:36]=[N:35]1)([CH3:33])[CH3:32], predict the reaction product. The product is: [F:25][C:20]1[CH:21]=[C:22]([F:24])[CH:23]=[C:2]([F:1])[C:3]=1[C:4]([NH:6][C:7]1[CH:12]=[CH:11][CH:10]=[C:9]([O:13][CH:14]2[CH2:15][CH2:16][N:17]([CH2:40][CH2:39][C:37]3[CH:36]=[N:35][N:34]([CH:31]([CH3:33])[CH3:32])[CH:38]=3)[CH2:18][CH2:19]2)[N:8]=1)=[O:5].